This data is from Reaction yield outcomes from USPTO patents with 853,638 reactions. The task is: Predict the reaction yield, written as a fraction of the theoretical maximum amount of product (1.0 means a 100% yield; for example, 0.34 means a 34% yield). (1) The reactants are [Cl:1][C:2]1[CH:11]=[C:10]2[C:5]([N:6]=[C:7]([C:15]3[CH2:20][CH2:19][N:18](C(OC(C)(C)C)=O)[CH2:17][CH:16]=3)[C:8]3[N:9]2[CH:12]=[N:13][N:14]=3)=[CH:4][CH:3]=1.C(Cl)Cl.FC(F)(F)C(O)=O.C([SiH](CC)CC)C. The catalyst is CO.C(Cl)Cl. The product is [Cl:1][C:2]1[CH:11]=[C:10]2[C:5]([N:6]=[C:7]([CH:15]3[CH2:20][CH2:19][NH:18][CH2:17][CH2:16]3)[C:8]3[N:9]2[CH:12]=[N:13][N:14]=3)=[CH:4][CH:3]=1. The yield is 0.530. (2) The catalyst is CS(C)=O.O. The reactants are [C:1]([O-])(C)(C)C.[K+].C(OCC)(=O)CC(OCC)=O.Cl[C:19]1[C:20]([C:29]([F:32])([F:31])[F:30])=[CH:21][C:22]([N+:26]([O-:28])=[O:27])=[C:23]([NH2:25])[CH:24]=1.[OH-].[K+].Cl. The yield is 0.910. The product is [CH3:1][C:19]1[C:20]([C:29]([F:32])([F:31])[F:30])=[CH:21][C:22]([N+:26]([O-:28])=[O:27])=[C:23]([NH2:25])[CH:24]=1. (3) The reactants are [C:1]([O:7][CH2:8][CH2:9][O:10][CH3:11])(=[O:6])[CH2:2][C:3]([CH3:5])=O.[Br:12][C:13]1[CH:20]=[CH:19][C:16]([CH:17]=O)=[CH:15][CH:14]=1.[NH4+:21].[OH-:22]. The catalyst is CCO.C(Cl)Cl. The product is [Br:12][C:13]1[CH:20]=[CH:19][C:16]([CH:17]2[C:2]([C:1]([O:7][CH2:8][CH2:9][O:10][CH3:11])=[O:6])=[C:3]([CH3:5])[NH:21][C:3]([CH3:5])=[C:2]2[C:1]([O:7][CH2:8][CH2:9][O:10][CH3:11])=[O:22])=[CH:15][CH:14]=1. The yield is 0.640. (4) The reactants are [CH3:1][O:2][C:3]1[CH:4]=[C:5]([CH:11]=[CH:12][CH:13]=1)[CH:6]=[CH:7]C(O)=O.C([N:16]([CH2:19]C)CC)C.ClC(OCC)=[O:23].[N-]=[N+]=[N-].[Na+]. The catalyst is CC(C)=O.O. The product is [CH3:1][O:2][C:3]1[CH:4]=[C:5]2[C:11](=[CH:12][CH:13]=1)[C:19](=[O:23])[NH:16][CH:7]=[CH:6]2. The yield is 0.510. (5) The reactants are CN(C)[CH:3]=[O:4].P(Cl)(Cl)(Cl)=O.[CH2:11]([C:13]1[C:17]([CH2:18][CH3:19])=[CH:16][NH:15][CH:14]=1)[CH3:12].C([O-])(=O)C.[Na+].N1C=CC=C1. The catalyst is ClC(Cl)C.O. The product is [CH2:11]([C:13]1[C:17]([CH2:18][CH3:19])=[CH:16][NH:15][C:14]=1[CH:3]=[O:4])[CH3:12]. The yield is 0.709. (6) The reactants are [H-].[Na+].[F:3][C:4]1[CH:5]=[C:6]2[C:10](=[CH:11][CH:12]=1)[NH:9][C:8]([CH:13]=O)=[CH:7]2.CO.O1CC[CH2:19][CH2:18]1. The catalyst is [Br-].C([P+](C1C=CC=CC=1)(C1C=CC=CC=1)C1C=CC=CC=1)C.C(OCC)(=O)C.[C].[Pd]. The product is [F:3][C:4]1[CH:5]=[C:6]2[C:10](=[CH:11][CH:12]=1)[NH:9][C:8]([CH2:13][CH2:18][CH3:19])=[CH:7]2. The yield is 0.650. (7) The reactants are [CH2:1]([N:8]1[CH2:13][CH2:12][N:11]([C:14]([C@@H:16]([NH:20][C:21](=[O:27])[O:22][C:23]([CH3:26])([CH3:25])[CH3:24])[CH2:17][CH:18]=C)=[O:15])[CH:10]([CH:28]=C)[CH2:9]1)[C:2]1[CH:7]=[CH:6][CH:5]=[CH:4][CH:3]=1. The catalyst is Cl[Ru](=CC1C=CC=CC=1)([P](C1CCCCC1)(C1CCCCC1)C1CCCCC1)([P](C1CCCCC1)(C1CCCCC1)C1CCCCC1)Cl.C1(C)C=CC=CC=1. The product is [CH2:1]([N:8]1[CH2:13][CH2:12][N:11]2[C:14](=[O:15])[C@@H:16]([NH:20][C:21](=[O:27])[O:22][C:23]([CH3:24])([CH3:26])[CH3:25])[CH2:17][CH:18]=[CH:28][CH:10]2[CH2:9]1)[C:2]1[CH:7]=[CH:6][CH:5]=[CH:4][CH:3]=1. The yield is 0.440. (8) The reactants are [CH3:1][N:2]1[C:7](=[O:8])[C:6]([NH:9][C:10]2[CH:15]=[CH:14][C:13]([N:16]3[CH2:21][CH2:20][O:19][CH2:18][CH2:17]3)=[CH:12][CH:11]=2)=[N:5][C:4](B(O)O)=[CH:3]1.[C:25]([O:28][CH2:29][C:30]1[C:35]([N:36]2[CH2:48][CH2:47][N:39]3[C:40]4[CH2:41][CH2:42][CH2:43][CH2:44][C:45]=4[CH:46]=[C:38]3[C:37]2=[O:49])=[CH:34][C:33]([F:50])=[CH:32][C:31]=1Br)(=[O:27])[CH3:26].C([O-])([O-])=O.[Na+].[Na+]. The catalyst is COCCOC.C1C=CC(P(C2C=CC=CC=2)[C-]2C=CC=C2)=CC=1.C1C=CC(P(C2C=CC=CC=2)[C-]2C=CC=C2)=CC=1.Cl[Pd]Cl.[Fe+2]. The product is [C:25]([O:28][CH2:29][C:30]1[C:35]([N:36]2[CH2:48][CH2:47][N:39]3[C:40]4[CH2:41][CH2:42][CH2:43][CH2:44][C:45]=4[CH:46]=[C:38]3[C:37]2=[O:49])=[CH:34][C:33]([F:50])=[CH:32][C:31]=1[C:4]1[N:5]=[C:6]([NH:9][C:10]2[CH:15]=[CH:14][C:13]([N:16]3[CH2:21][CH2:20][O:19][CH2:18][CH2:17]3)=[CH:12][CH:11]=2)[C:7](=[O:8])[N:2]([CH3:1])[CH:3]=1)(=[O:27])[CH3:26]. The yield is 0.450.